From a dataset of Full USPTO retrosynthesis dataset with 1.9M reactions from patents (1976-2016). Predict the reactants needed to synthesize the given product. (1) Given the product [CH:25]1([NH:24][C:22](=[O:23])[NH:21][C@@H:18]2[C@H:15]3[O:16][CH2:17][C@H:13]([CH2:12][CH2:11][C:10]([OH:31])=[O:9])[C@H:14]3[O:20][CH2:19]2)[CH2:30][CH2:29][CH2:28][CH2:27][CH2:26]1, predict the reactants needed to synthesize it. The reactants are: C(=O)([O-])[O-].[K+].[K+].C([O:9][C:10](=[O:31])[CH2:11][CH2:12][C@H:13]1[CH2:17][O:16][C@@H:15]2[C@@H:18]([NH:21][C:22]([NH:24][CH:25]3[CH2:30][CH2:29][CH2:28][CH2:27][CH2:26]3)=[O:23])[CH2:19][O:20][C@H:14]12)C. (2) Given the product [ClH:34].[NH2:12][CH:11]([C:32](=[O:33])[C:28]1[S:27][CH:31]=[CH:30][CH:29]=1)[C:10]([O:9][CH2:7][CH3:8])=[O:26], predict the reactants needed to synthesize it. The reactants are: CC(C)([O-])C.[K+].[CH2:7]([O:9][C:10](=[O:26])[CH2:11][N:12]=C(C1C=CC=CC=1)C1C=CC=CC=1)[CH3:8].[S:27]1[CH:31]=[CH:30][CH:29]=[C:28]1[C:32]([Cl:34])=[O:33].Cl.